This data is from Forward reaction prediction with 1.9M reactions from USPTO patents (1976-2016). The task is: Predict the product of the given reaction. Given the reactants [CH2:1]([O:3][C:4]([C:6]1[C:12]2[NH:13][C:14]3[CH:15]=[CH:16][CH:17]=[CH:18][C:19]=3[C:11]=2[CH2:10][CH:9]([C:20](O)=[O:21])[NH:8][CH:7]=1)=[O:5])[CH3:2].[NH:23]1[CH2:28][CH2:27][CH2:26][CH2:25][CH2:24]1, predict the reaction product. The product is: [N:23]1([C:20]([CH:9]2[NH:8][CH:7]=[C:6]([C:4]([O:3][CH2:1][CH3:2])=[O:5])[C:12]3[NH:13][C:14]4[CH:15]=[CH:16][CH:17]=[CH:18][C:19]=4[C:11]=3[CH2:10]2)=[O:21])[CH2:28][CH2:27][CH2:26][CH2:25][CH2:24]1.